This data is from Full USPTO retrosynthesis dataset with 1.9M reactions from patents (1976-2016). The task is: Predict the reactants needed to synthesize the given product. (1) Given the product [N+:16]([C:10]1[CH:11]=[C:12]([CH:19]=[CH2:20])[CH:13]=[CH:14][C:9]=1[O:8][CH2:1][C:2]1[CH:7]=[CH:6][CH:5]=[CH:4][CH:3]=1)([O-:18])=[O:17], predict the reactants needed to synthesize it. The reactants are: [CH2:1]([O:8][C:9]1[CH:14]=[CH:13][C:12](Br)=[CH:11][C:10]=1[N+:16]([O-:18])=[O:17])[C:2]1[CH:7]=[CH:6][CH:5]=[CH:4][CH:3]=1.[CH2:19]([Sn](CCCC)(CCCC)C=C)[CH2:20]CC. (2) Given the product [Br:1][C:2]1[C:10]2[C:6](=[C:7]([CH2:21][OH:20])[N:8]([CH3:11])[N:9]=2)[CH:5]=[CH:4][CH:3]=1, predict the reactants needed to synthesize it. The reactants are: [Br:1][C:2]1[C:10]2[C:6](=[CH:7][N:8]([CH3:11])[N:9]=2)[CH:5]=[CH:4][CH:3]=1.C([N-]C(C)C)(C)C.[Li+].[O:20]1CCC[CH2:21]1.CCCCCCC.C(C1C=CC=CC=1)C.C=O.